Predict the product of the given reaction. From a dataset of Forward reaction prediction with 1.9M reactions from USPTO patents (1976-2016). (1) Given the reactants [CH:1]1([C:4]([N:6]2[CH2:10][CH2:9][C@@H:8]([CH2:11][NH:12][C:13]3[C:14]([NH2:23])=[CH:15][CH:16]=[C:17]([C:19]([F:22])([F:21])[F:20])[CH:18]=3)[CH2:7]2)=[O:5])[CH2:3][CH2:2]1.[O:24]1[C:28]2[CH:29]=[CH:30][C:31]([C:33]3[CH:40]=[CH:39][CH:38]=[CH:37][C:34]=3C=O)=[CH:32][C:27]=2[CH:26]=[CH:25]1.OOS([O-])=O.[K+].[CH3:47]N(C=O)C, predict the reaction product. The product is: [O:24]1[C:28]2[CH:29]=[CH:30][C:31]([C:33]3[CH:34]=[CH:37][C:38]([C:47]4[N:12]([CH2:11][C@@H:8]5[CH2:9][CH2:10][N:6]([C:4]([CH:1]6[CH2:3][CH2:2]6)=[O:5])[CH2:7]5)[C:13]5[CH:18]=[C:17]([C:19]([F:20])([F:21])[F:22])[CH:16]=[CH:15][C:14]=5[N:23]=4)=[CH:39][CH:40]=3)=[CH:32][C:27]=2[CH:26]=[CH:25]1. (2) Given the reactants C(OP([CH2:9][C:10]1[CH:15]=[C:14]([O:16][CH3:17])[CH:13]=[C:12]([O:18][CH3:19])[CH:11]=1)(=O)OCC)C.C[O-].[Na+].[CH3:23][O:24][C:25]1[CH:26]=[C:27]([CH:30]=[C:31]([O:33][CH3:34])[CH:32]=1)[CH:28]=O, predict the reaction product. The product is: [CH3:34][O:33][C:31]1[CH:30]=[C:27]([CH:28]=[CH:9][C:10]2[CH:11]=[C:12]([O:18][CH3:19])[CH:13]=[C:14]([O:16][CH3:17])[CH:15]=2)[CH:26]=[C:25]([O:24][CH3:23])[CH:32]=1. (3) The product is: [Cl:9][C:4]1[CH:3]=[C:2]([B:15]([OH:20])[OH:16])[CH:7]=[CH:6][C:5]=1[OH:8]. Given the reactants Br[C:2]1[CH:7]=[CH:6][C:5]([OH:8])=[C:4]([Cl:9])[CH:3]=1.[Li]CCCC.[B:15](OC(C)C)([O:20]C(C)C)[O:16]C(C)C.C(=O)=O.CC(C)=O, predict the reaction product. (4) The product is: [CH2:17]([O:24][C:25]1[CH:26]=[CH:27][C:28]([C:29]2[O:30][C:13]([CH2:12][NH:11][C:9](=[O:10])[O:8][CH2:1][C:2]3[CH:7]=[CH:6][CH:5]=[CH:4][CH:3]=3)=[N:32][N:31]=2)=[CH:33][CH:34]=1)[C:18]1[CH:19]=[CH:20][CH:21]=[CH:22][CH:23]=1. Given the reactants [CH2:1]([O:8][C:9]([NH:11][CH2:12][C:13](=N)OC)=[O:10])[C:2]1[CH:7]=[CH:6][CH:5]=[CH:4][CH:3]=1.[CH2:17]([O:24][C:25]1[CH:34]=[CH:33][C:28]([C:29]([NH:31][NH2:32])=[O:30])=[CH:27][CH:26]=1)[C:18]1[CH:23]=[CH:22][CH:21]=[CH:20][CH:19]=1, predict the reaction product. (5) Given the reactants [CH3:1][O:2][C:3]1[CH:8]=[CH:7][C:6]([N:9]([CH3:22])[S:10]([C:13]2[CH:21]=[CH:20][C:16]([C:17]([OH:19])=O)=[CH:15][CH:14]=2)(=[O:12])=[O:11])=[CH:5][CH:4]=1.[NH2:23][C:24]1[CH:25]=[C:26]([CH:30]([OH:32])[CH3:31])[CH:27]=[CH:28][CH:29]=1, predict the reaction product. The product is: [OH:32][CH:30]([C:26]1[CH:25]=[C:24]([NH:23][C:17](=[O:19])[C:16]2[CH:15]=[CH:14][C:13]([S:10](=[O:12])(=[O:11])[N:9]([C:6]3[CH:5]=[CH:4][C:3]([O:2][CH3:1])=[CH:8][CH:7]=3)[CH3:22])=[CH:21][CH:20]=2)[CH:29]=[CH:28][CH:27]=1)[CH3:31]. (6) Given the reactants [CH2:1]([N:3]1[C:9](=[O:10])[C:8]([CH3:12])([CH3:11])[C:7](=[O:13])[N:6]([CH3:14])[C:5]2[CH:15]=[C:16]([CH2:19][N:20]([CH2:33][CH2:34][C:35]3[CH:36]=[N:37][CH:38]=[CH:39][CH:40]=3)[C:21](=[O:32])CC3C4C(=CC=CC=4)NN=3)[CH:17]=[CH:18][C:4]1=2)[CH3:2].CI, predict the reaction product. The product is: [CH2:1]([N:3]1[C:9](=[O:10])[C:8]([CH3:12])([CH3:11])[C:7](=[O:13])[N:6]([CH3:14])[C:5]2[CH:15]=[C:16]([CH2:19][N:20]([CH2:33][CH2:34][C:35]3[CH:36]=[N:37][CH:38]=[CH:39][CH:40]=3)[CH:21]=[O:32])[CH:17]=[CH:18][C:4]1=2)[CH3:2]. (7) Given the reactants [CH2:1]([O:19][C:20]1[CH:21]=[C:22]([CH2:45][OH:46])[CH:23]=[C:24]([O:26][CH2:27][CH2:28][CH2:29][CH2:30][CH2:31][CH2:32][CH2:33][CH2:34]/[CH:35]=[CH:36]\[CH2:37]/[CH:38]=[CH:39]\[CH2:40][CH2:41][CH2:42][CH2:43][CH3:44])[CH:25]=1)[CH2:2][CH2:3][CH2:4][CH2:5][CH2:6][CH2:7][CH2:8]/[CH:9]=[CH:10]\[CH2:11]/[CH:12]=[CH:13]\[CH2:14][CH2:15][CH2:16][CH2:17][CH3:18].[CH3:47][N:48]([CH3:55])[CH2:49][CH2:50][CH2:51][C:52](O)=[O:53].CCN(C(C)C)C(C)C.C(Cl)CCl, predict the reaction product. The product is: [CH3:47][N:48]([CH3:55])[CH2:49][CH2:50][CH2:51][C:52]([O:46][CH2:45][C:22]1[CH:21]=[C:20]([O:19][CH2:1][CH2:2][CH2:3][CH2:4][CH2:5][CH2:6][CH2:7][CH2:8]/[CH:9]=[CH:10]\[CH2:11]/[CH:12]=[CH:13]\[CH2:14][CH2:15][CH2:16][CH2:17][CH3:18])[CH:25]=[C:24]([O:26][CH2:27][CH2:28][CH2:29][CH2:30][CH2:31][CH2:32][CH2:33][CH2:34]/[CH:35]=[CH:36]\[CH2:37]/[CH:38]=[CH:39]\[CH2:40][CH2:41][CH2:42][CH2:43][CH3:44])[CH:23]=1)=[O:53].